Dataset: TCR-epitope binding with 47,182 pairs between 192 epitopes and 23,139 TCRs. Task: Binary Classification. Given a T-cell receptor sequence (or CDR3 region) and an epitope sequence, predict whether binding occurs between them. The epitope is ILHCANFNV. The TCR CDR3 sequence is CASSPQSVGDTQYF. Result: 0 (the TCR does not bind to the epitope).